This data is from NCI-60 drug combinations with 297,098 pairs across 59 cell lines. The task is: Regression. Given two drug SMILES strings and cell line genomic features, predict the synergy score measuring deviation from expected non-interaction effect. (1) Drug 1: CN(C)C1=NC(=NC(=N1)N(C)C)N(C)C. Drug 2: COC1=C2C(=CC3=C1OC=C3)C=CC(=O)O2. Cell line: SF-539. Synergy scores: CSS=-5.59, Synergy_ZIP=12.2, Synergy_Bliss=7.09, Synergy_Loewe=-4.03, Synergy_HSA=-3.38. (2) Drug 1: C1CC(C1)(C(=O)O)C(=O)O.[NH2-].[NH2-].[Pt+2]. Drug 2: N.N.Cl[Pt+2]Cl. Cell line: U251. Synergy scores: CSS=63.5, Synergy_ZIP=2.26, Synergy_Bliss=1.03, Synergy_Loewe=1.22, Synergy_HSA=5.84. (3) Drug 2: CC1C(C(CC(O1)OC2CC(OC(C2O)C)OC3=CC4=CC5=C(C(=O)C(C(C5)C(C(=O)C(C(C)O)O)OC)OC6CC(C(C(O6)C)O)OC7CC(C(C(O7)C)O)OC8CC(C(C(O8)C)O)(C)O)C(=C4C(=C3C)O)O)O)O. Drug 1: C1=NC2=C(N1)C(=S)N=C(N2)N. Synergy scores: CSS=36.9, Synergy_ZIP=-7.96, Synergy_Bliss=-3.26, Synergy_Loewe=-3.38, Synergy_HSA=-3.05. Cell line: SK-OV-3. (4) Drug 1: CCCCC(=O)OCC(=O)C1(CC(C2=C(C1)C(=C3C(=C2O)C(=O)C4=C(C3=O)C=CC=C4OC)O)OC5CC(C(C(O5)C)O)NC(=O)C(F)(F)F)O. Drug 2: CC1CCCC2(C(O2)CC(NC(=O)CC(C(C(=O)C(C1O)C)(C)C)O)C(=CC3=CSC(=N3)C)C)C. Cell line: UACC62. Synergy scores: CSS=77.3, Synergy_ZIP=-2.11, Synergy_Bliss=-2.09, Synergy_Loewe=-0.473, Synergy_HSA=1.47. (5) Drug 1: C1CN1C2=NC(=NC(=N2)N3CC3)N4CC4. Drug 2: C1CC(=O)NC(=O)C1N2C(=O)C3=CC=CC=C3C2=O. Cell line: TK-10. Synergy scores: CSS=21.9, Synergy_ZIP=-7.97, Synergy_Bliss=-3.14, Synergy_Loewe=-1.51, Synergy_HSA=-0.974. (6) Drug 1: C1=C(C(=O)NC(=O)N1)N(CCCl)CCCl. Drug 2: C1=CN(C=N1)CC(O)(P(=O)(O)O)P(=O)(O)O. Cell line: SK-MEL-2. Synergy scores: CSS=7.57, Synergy_ZIP=-3.82, Synergy_Bliss=-3.48, Synergy_Loewe=-5.74, Synergy_HSA=-5.26. (7) Drug 1: CNC(=O)C1=CC=CC=C1SC2=CC3=C(C=C2)C(=NN3)C=CC4=CC=CC=N4. Drug 2: CC(C)NC(=O)C1=CC=C(C=C1)CNNC.Cl. Cell line: HCT-15. Synergy scores: CSS=-10.8, Synergy_ZIP=1.11, Synergy_Bliss=-5.84, Synergy_Loewe=-11.2, Synergy_HSA=-10.4. (8) Drug 1: C1=CC(=CC=C1CCCC(=O)O)N(CCCl)CCCl. Drug 2: CC1=C2C(C(=O)C3(C(CC4C(C3C(C(C2(C)C)(CC1OC(=O)C(C(C5=CC=CC=C5)NC(=O)OC(C)(C)C)O)O)OC(=O)C6=CC=CC=C6)(CO4)OC(=O)C)O)C)O. Cell line: NCIH23. Synergy scores: CSS=41.0, Synergy_ZIP=-9.33, Synergy_Bliss=-13.0, Synergy_Loewe=-11.1, Synergy_HSA=-9.14. (9) Drug 1: CN1C2=C(C=C(C=C2)N(CCCl)CCCl)N=C1CCCC(=O)O.Cl. Drug 2: CC(C)NC(=O)C1=CC=C(C=C1)CNNC.Cl. Cell line: HCC-2998. Synergy scores: CSS=-5.00, Synergy_ZIP=3.53, Synergy_Bliss=-0.494, Synergy_Loewe=-2.97, Synergy_HSA=-4.28.